Dataset: Full USPTO retrosynthesis dataset with 1.9M reactions from patents (1976-2016). Task: Predict the reactants needed to synthesize the given product. (1) Given the product [CH3:13][C:14]1[CH:19]=[C:18]([O:20][CH3:21])[CH:17]=[CH:16][C:15]=1[C:2]1[C:11]2[C:6](=[CH:7][CH:8]=[CH:9][C:10]=2[C:15]2[CH:16]=[CH:17][C:18]([O:20][CH3:21])=[CH:19][C:14]=2[CH3:13])[CH:5]=[CH:4][CH:3]=1, predict the reactants needed to synthesize it. The reactants are: I[C:2]1[C:11]2[C:6](=[CH:7][CH:8]=[CH:9][C:10]=2I)[CH:5]=[CH:4][CH:3]=1.[CH3:13][C:14]1[CH:19]=[C:18]([O:20][CH3:21])[CH:17]=[CH:16][C:15]=1B(O)O.[O-]P([O-])([O-])=O.[K+].[K+].[K+]. (2) Given the product [OH:2][CH2:1][CH:3]1[CH2:8][O:7][CH2:6][CH2:5][N:4]1[C:9]([O:11][CH2:12][CH:13]1[C:14]2[CH:15]=[CH:16][CH:17]=[CH:18][C:19]=2[C:20]2[C:25]1=[CH:24][CH:23]=[CH:22][CH:21]=2)=[O:10], predict the reactants needed to synthesize it. The reactants are: [CH:1]([CH:3]1[CH2:8][O:7][CH2:6][CH2:5][N:4]1[C:9]([O:11][CH2:12][CH:13]1[C:25]2[CH:24]=[CH:23][CH:22]=[CH:21][C:20]=2[C:19]2[C:14]1=[CH:15][CH:16]=[CH:17][CH:18]=2)=[O:10])=[O:2].FC(F)(F)S(O[Si](C)(C)C)(=O)=O.BrC1C=C2C(=C(C(OC)=O)C=1)NC=C2.C([SiH](CC)CC)C. (3) Given the product [OH:8][CH2:9][CH2:10][N:11]([CH3:45])[C:12]([C:14]1[C:19]([O:20][CH2:21][C:22]2[CH:23]=[CH:24][CH:25]=[CH:26][CH:27]=2)=[C:18]([OH:28])[N:17]=[C:16]([CH2:29][C:30]2([C:35]3[C:44]4[C:39](=[CH:40][CH:41]=[CH:42][CH:43]=4)[CH:38]=[CH:37][CH:36]=3)[CH2:31][CH2:32][CH2:33][CH2:34]2)[N:15]=1)=[O:13], predict the reactants needed to synthesize it. The reactants are: [Si]([O:8][CH2:9][CH2:10][N:11]([CH3:45])[C:12]([C:14]1[C:19]([O:20][CH2:21][C:22]2[CH:27]=[CH:26][CH:25]=[CH:24][CH:23]=2)=[C:18]([OH:28])[N:17]=[C:16]([CH2:29][C:30]2([C:35]3[C:44]4[C:39](=[CH:40][CH:41]=[CH:42][CH:43]=4)[CH:38]=[CH:37][CH:36]=3)[CH2:34][CH2:33][CH2:32][CH2:31]2)[N:15]=1)=[O:13])(C(C)(C)C)(C)C.Cl.CO. (4) Given the product [CH:14]1([C:13]2[N:12]=[C:11]([NH2:19])[N:10]=[C:9]([NH2:20])[C:8]=2[C:5]2[CH:4]=[CH:3][C:2]([NH:1][CH2:29][C:28]3[CH:27]=[CH:26][C:25]([S:22]([CH3:21])(=[O:24])=[O:23])=[CH:32][CH:31]=3)=[CH:7][CH:6]=2)[CH2:18][CH2:17][CH2:16][CH2:15]1, predict the reactants needed to synthesize it. The reactants are: [NH2:1][C:2]1[CH:7]=[CH:6][C:5]([C:8]2[C:9]([NH2:20])=[N:10][C:11]([NH2:19])=[N:12][C:13]=2[CH:14]2[CH2:18][CH2:17][CH2:16][CH2:15]2)=[CH:4][CH:3]=1.[CH3:21][S:22]([C:25]1[CH:32]=[CH:31][C:28]([CH:29]=O)=[CH:27][CH:26]=1)(=[O:24])=[O:23].[BH3-]C#N.[Na+].C(O)(=O)C. (5) The reactants are: [CH3:1][O:2][C:3]1[CH:18]=[CH:17][C:6]([C:7]([O:9]CC2C=CC=CC=2)=[O:8])=[CH:5][C:4]=1[N:19]([CH2:24][CH2:25][N:26]1[CH2:31][CH2:30][O:29][CH2:28][CH2:27]1)[S:20]([CH3:23])(=[O:22])=[O:21]. Given the product [CH3:1][O:2][C:3]1[CH:18]=[CH:17][C:6]([C:7]([OH:9])=[O:8])=[CH:5][C:4]=1[N:19]([CH2:24][CH2:25][N:26]1[CH2:31][CH2:30][O:29][CH2:28][CH2:27]1)[S:20]([CH3:23])(=[O:22])=[O:21], predict the reactants needed to synthesize it. (6) Given the product [C:1]([O:5][C:6]([N:8]1[C@H:12]([C:13](=[O:15])[NH:45][CH2:42][CH:43]=[CH2:44])[C:11]([CH3:17])([CH3:16])[S:10][CH2:9]1)=[O:7])([CH3:2])([CH3:3])[CH3:4], predict the reactants needed to synthesize it. The reactants are: [C:1]([O:5][C:6]([N:8]1[C@H:12]([C:13]([OH:15])=O)[C:11]([CH3:17])([CH3:16])[S:10][CH2:9]1)=[O:7])([CH3:4])([CH3:3])[CH3:2].P(Cl)(OC1C=CC=CC=1)(OC1C=CC=CC=1)=O.CCN(CC)CC.[CH2:42]([NH2:45])[CH:43]=[CH2:44].Cl.